This data is from Full USPTO retrosynthesis dataset with 1.9M reactions from patents (1976-2016). The task is: Predict the reactants needed to synthesize the given product. (1) Given the product [C:19]([O:43][CH:44]1[CH2:45][C:46]([CH3:54])([CH3:53])[N:47]([O:52][CH2:13][CH:12]([OH:71])[CH3:11])[C:48]([CH3:51])([CH3:50])[CH2:49]1)(=[O:42])[CH2:20][CH2:21][CH2:22][CH2:23][CH2:24][CH2:25][CH2:26][CH2:27][C:28]([O:30][CH:31]1[CH2:32][C:33]([CH3:40])([CH3:41])[N:34]([O:39][CH2:15][CH:16]([OH:18])[CH3:17])[C:35]([CH3:37])([CH3:38])[CH2:36]1)=[O:29], predict the reactants needed to synthesize it. The reactants are: C([SnH](C[CH2:11][CH2:12][CH3:13])CCCC)CCC.Br[CH2:15][CH:16]([OH:18])[CH3:17].[C:19]([O:43][CH:44]1[CH2:49][C:48]([CH3:51])([CH3:50])[N:47]([OH:52])[C:46]([CH3:54])([CH3:53])[CH2:45]1)(=[O:42])[CH2:20][CH2:21][CH2:22][CH2:23][CH2:24][CH2:25][CH2:26][CH2:27][C:28]([O:30][CH:31]1[CH2:36][C:35]([CH3:38])([CH3:37])[N:34]([OH:39])[C:33]([CH3:41])([CH3:40])[CH2:32]1)=[O:29].CCCCCCC.CCCCCCC.C(OCC)(=[O:71])C. (2) Given the product [Cl:23][C:6]1[C:5]2[C:10](=[CH:11][C:2]([F:1])=[C:3]([N+:13]([O-:15])=[O:14])[CH:4]=2)[N:9]=[CH:8][N:7]=1, predict the reactants needed to synthesize it. The reactants are: [F:1][C:2]1[CH:11]=[C:10]2[C:5]([C:6](=O)[NH:7][CH:8]=[N:9]2)=[CH:4][C:3]=1[N+:13]([O-:15])=[O:14].CN(C)C=O.S(Cl)([Cl:23])=O. (3) Given the product [CH3:33][O:34][C:35](=[O:44])[C:36]1[CH:41]=[CH:40][C:39]([OH:42])=[C:38]([NH:43][C:17](=[O:18])[CH2:16][O:15][C:14]2[CH:13]=[CH:12][C:11]([C:1]34[CH2:10][CH:5]5[CH2:4][CH:3]([CH2:9][CH:7]([CH2:6]5)[CH2:8]3)[CH2:2]4)=[CH:21][CH:20]=2)[CH:37]=1, predict the reactants needed to synthesize it. The reactants are: [C:1]12([C:11]3[CH:21]=[CH:20][C:14]([O:15][CH2:16][C:17](O)=[O:18])=[CH:13][CH:12]=3)[CH2:10][CH:5]3[CH2:6][CH:7]([CH2:9][CH:3]([CH2:4]3)[CH2:2]1)[CH2:8]2.C(Cl)(=O)C(Cl)=O.CN(C=O)C.[CH3:33][O:34][C:35](=[O:44])[C:36]1[CH:41]=[CH:40][C:39]([OH:42])=[C:38]([NH2:43])[CH:37]=1. (4) Given the product [F:39][C:2]([F:1])([F:38])[O:3][C:4]1[CH:5]=[C:6]([CH:35]=[CH:36][CH:37]=1)[CH2:7][N:8]([CH2:17][CH:18]1[CH:19]2[CH:23]1[CH2:22][N:21]([CH2:24][C:25]([OH:27])=[O:26])[CH2:20]2)[C:9]([C:11]1[N:12]=[CH:13][N:14]([CH3:16])[CH:15]=1)=[O:10], predict the reactants needed to synthesize it. The reactants are: [F:1][C:2]([F:39])([F:38])[O:3][C:4]1[CH:5]=[C:6]([CH:35]=[CH:36][CH:37]=1)[CH2:7][N:8]([CH2:17][CH:18]1[CH:23]2[CH:19]1[CH2:20][N:21]([CH2:24][C:25]([O:27]CC1C=CC=CC=1)=[O:26])[CH2:22]2)[C:9]([C:11]1[N:12]=[CH:13][N:14]([CH3:16])[CH:15]=1)=[O:10]. (5) The reactants are: [Cl:1][C:2]1[CH:7]=[CH:6][CH:5]=[CH:4][C:3]=1[C:8]1[NH:9][C:10]2[C:15]([CH:16]=1)=[CH:14][CH:13]=[C:12]([O:17][CH3:18])[CH:11]=2.Br[CH2:20][C:21]1[N:26]=[C:25]([NH:27][C:28](=[O:33])[C:29]([CH3:32])([CH3:31])[CH3:30])[CH:24]=[CH:23][CH:22]=1.C([O-])([O-])=O.[Cs+].[Cs+]. Given the product [Cl:1][C:2]1[CH:7]=[CH:6][CH:5]=[CH:4][C:3]=1[C:8]1[N:9]([CH2:20][C:21]2[N:26]=[C:25]([NH:27][C:28](=[O:33])[C:29]([CH3:31])([CH3:30])[CH3:32])[CH:24]=[CH:23][CH:22]=2)[C:10]2[C:15]([CH:16]=1)=[CH:14][CH:13]=[C:12]([O:17][CH3:18])[CH:11]=2, predict the reactants needed to synthesize it. (6) Given the product [Cl:1][C:2]1[N:10]=[C:9]2[C:5]([N:6]=[C:7]([CH2:12][CH2:13][N:24]3[CH2:25][CH2:26][O:27][C:22]([CH3:28])([CH3:21])[CH2:23]3)[N:8]2[CH3:11])=[C:4]([N:15]2[CH2:20][CH2:19][O:18][CH2:17][CH2:16]2)[N:3]=1, predict the reactants needed to synthesize it. The reactants are: [Cl:1][C:2]1[N:10]=[C:9]2[C:5]([N:6]=[C:7]([CH2:12][CH:13]=O)[N:8]2[CH3:11])=[C:4]([N:15]2[CH2:20][CH2:19][O:18][CH2:17][CH2:16]2)[N:3]=1.[CH3:21][C:22]1([CH3:28])[O:27][CH2:26][CH2:25][NH:24][CH2:23]1.C(OC)(OC)OC.C(O)(=O)C.C(O[BH-](OC(=O)C)OC(=O)C)(=O)C.[Na+]. (7) Given the product [CH3:28][O:26][N:25]([CH3:24])[C:16]([C:9]1[S:8][C:7]([C:3]2[CH:2]=[N:1][CH:6]=[CH:5][CH:4]=2)=[N:11][C:10]=1[C:12]([F:13])([F:14])[F:15])=[O:18], predict the reactants needed to synthesize it. The reactants are: [N:1]1[CH:6]=[CH:5][CH:4]=[C:3]([C:7]2[S:8][C:9]([C:16]([OH:18])=O)=[C:10]([C:12]([F:15])([F:14])[F:13])[N:11]=2)[CH:2]=1.S(Cl)(Cl)=O.Cl.[CH3:24][N:25](C)[OH:26].[CH2:28](N(CCC)CCC)C. (8) Given the product [OH:24][C@H:22]1[C@:21]2([O:25][CH3:26])[C@@:8]([OH:45])([C:9](=[O:44])[C:10]3[C:19]([C:20]2=[O:27])=[C:18]([OH:28])[C:17]2[C:16](=[O:29])[CH:15]=[C:14]([NH:30][C@@H:31]4[C@H:36]([O:37][CH3:38])[C@H:35]([OH:39])[C@@H:34]([O:40][CH3:41])[C@H:33]([CH3:42])[O:32]4)[C:13](=[O:43])[C:12]=2[CH:11]=3)[C:7]2[C:2]([O:1][CH2:58][C:59]([O:61][CH3:62])=[O:60])=[C:3]([C:47]([O:49][CH3:50])=[O:48])[C:4]([CH3:46])=[CH:5][C:6]=2[CH2:23]1, predict the reactants needed to synthesize it. The reactants are: [OH:1][C:2]1[C:7]2[C@@:8]3([OH:45])[C@@:21]([O:25][CH3:26])([C@H:22]([OH:24])[CH2:23][C:6]=2[CH:5]=[C:4]([CH3:46])[C:3]=1[C:47]([O:49][CH3:50])=[O:48])[C:20](=[O:27])[C:19]1[C:10](=[CH:11][C:12]2[C:13](=[O:43])[C:14]([NH:30][C@@H:31]4[C@H:36]([O:37][CH3:38])[C@H:35]([OH:39])[C@@H:34]([O:40][CH3:41])[C@H:33]([CH3:42])[O:32]4)=[CH:15][C:16](=[O:29])[C:17]=2[C:18]=1[OH:28])[C:9]3=[O:44].C(=O)([O-])[O-].[K+].[K+].Br[CH2:58][C:59]([O:61][CH3:62])=[O:60]. (9) The reactants are: C(=O)([O-])[O-].[Na+].[Na+].[CH2:7]([O:9][C:10]1[CH:11]=[C:12]2[C:17](=[CH:18][CH:19]=1)[CH:16]=[C:15](B(O)O)[CH:14]=[CH:13]2)[CH3:8].I[C:24]1[CH:32]=[CH:31][C:30]([NH:33][C:34](=[O:44])[CH:35]([C:38]2[CH:43]=[CH:42][CH:41]=[CH:40][CH:39]=2)[CH2:36][CH3:37])=[CH:29][C:25]=1[C:26]([NH2:28])=[O:27].C(OCC)(=O)C. Given the product [CH2:7]([O:9][C:10]1[CH:11]=[C:12]2[C:17](=[CH:18][CH:19]=1)[CH:16]=[C:15]([C:24]1[CH:32]=[CH:31][C:30]([NH:33][C:34](=[O:44])[CH:35]([C:38]3[CH:39]=[CH:40][CH:41]=[CH:42][CH:43]=3)[CH2:36][CH3:37])=[CH:29][C:25]=1[C:26]([NH2:28])=[O:27])[CH:14]=[CH:13]2)[CH3:8], predict the reactants needed to synthesize it. (10) The reactants are: Br[CH2:2][CH2:3][CH:4]1[CH2:9][CH2:8][N:7]([C:10]([O:12][C:13]([CH3:16])([CH3:15])[CH3:14])=[O:11])[CH2:6][CH2:5]1.[CH3:17][NH:18][C:19]1[S:20][CH:21]=[CH:22][N:23]=1.[I-].[K+]. Given the product [CH3:17]/[N:18]=[C:19]1\[S:20][CH:21]=[CH:22][N:23]\1[CH2:2][CH2:3][CH:4]1[CH2:9][CH2:8][N:7]([C:10]([O:12][C:13]([CH3:16])([CH3:15])[CH3:14])=[O:11])[CH2:6][CH2:5]1, predict the reactants needed to synthesize it.